Dataset: Forward reaction prediction with 1.9M reactions from USPTO patents (1976-2016). Task: Predict the product of the given reaction. (1) Given the reactants [Cl:1][C:2]1[CH:14]=[C:13]([CH3:15])[C:12]2[C:11]3[C:6](=[CH:7][CH:8]=[CH:9][CH:10]=3)[C:5](=[O:16])[C:4]=2[CH:3]=1.C(=O)([O-])[O-].[K+].[K+].C[Si](C)(C)[C:25]([F:28])([F:27])[F:26].[F-].C([N+](CCCC)(CCCC)CCCC)CCC.[Cl-].[NH4+], predict the reaction product. The product is: [Cl:1][C:2]1[CH:14]=[C:13]([CH3:15])[C:12]2[C:11]3[C:6](=[CH:7][CH:8]=[CH:9][CH:10]=3)[C:5]([C:25]([F:28])([F:27])[F:26])([OH:16])[C:4]=2[CH:3]=1. (2) Given the reactants [F:1][C:2]1[CH:3]=[C:4]([N:16]2[C:20]3[N:21]=[C:22]([NH:25][C:26]4[CH:31]=[CH:30][C:29]([C@H:32]5[CH2:37][O:36][CH2:35][CH2:34][NH:33]5)=[CH:28][CH:27]=4)[N:23]=[CH:24][C:19]=3[CH:18]=[CH:17]2)[CH:5]=[C:6]([F:15])[C:7]=1[CH2:8][N:9]1[CH2:14][CH2:13][O:12][CH2:11][CH2:10]1.[Si]([O:45][CH2:46][CH:47]=O)(C(C)(C)C)(C)C.CCCC[N+](CCCC)(CCCC)CCCC.[F-], predict the reaction product. The product is: [F:15][C:6]1[CH:5]=[C:4]([N:16]2[C:20]3[N:21]=[C:22]([NH:25][C:26]4[CH:31]=[CH:30][C:29]([C@H:32]5[CH2:37][O:36][CH2:35][CH2:34][N:33]5[CH2:47][CH2:46][OH:45])=[CH:28][CH:27]=4)[N:23]=[CH:24][C:19]=3[CH:18]=[CH:17]2)[CH:3]=[C:2]([F:1])[C:7]=1[CH2:8][N:9]1[CH2:14][CH2:13][O:12][CH2:11][CH2:10]1. (3) Given the reactants [CH3:1][N:2]1[CH2:7][CH2:6][CH:5]([C:8]2[C:16]3[C:11](=[CH:12][CH:13]=[C:14]([O:17][S:18]([C:21]4[CH:26]=[CH:25][C:24]([N+:27]([O-])=O)=[CH:23][CH:22]=4)(=[O:20])=[O:19])[CH:15]=3)[NH:10][CH:9]=2)[CH2:4][CH2:3]1, predict the reaction product. The product is: [CH3:1][N:2]1[CH2:3][CH2:4][CH:5]([C:8]2[C:16]3[C:11](=[CH:12][CH:13]=[C:14]([O:17][S:18]([C:21]4[CH:22]=[CH:23][C:24]([NH2:27])=[CH:25][CH:26]=4)(=[O:20])=[O:19])[CH:15]=3)[NH:10][CH:9]=2)[CH2:6][CH2:7]1. (4) Given the reactants [Br:1][C:2]1[CH:3]=[C:4]([N+:13]([O-])=O)[C:5]2[N:9]=[C:8]([CH3:10])[N:7]([CH3:11])[C:6]=2[CH:12]=1.C.O.NN.CCCCCCC, predict the reaction product. The product is: [NH2:13][C:4]1[C:5]2[N:9]=[C:8]([CH3:10])[N:7]([CH3:11])[C:6]=2[CH:12]=[C:2]([Br:1])[CH:3]=1. (5) Given the reactants [C:1]1([C:20]2[CH:25]=[CH:24][CH:23]=[CH:22][CH:21]=2)[CH:6]=[CH:5][C:4]([CH2:7][C@@H:8]([NH:12][C:13]([O:15][C:16]([CH3:19])([CH3:18])[CH3:17])=[O:14])[C:9]([OH:11])=O)=[CH:3][CH:2]=1.CCN(C(C)C)C(C)C.Cl.[CH3:36][O:37][C:38]1[CH:39]=[C:40]([C:46]2[C@@H:55]3[C@@H:50]([CH2:51][CH2:52][CH2:53][CH2:54]3)[C:49](=[O:56])[N:48]([CH:57]3[CH2:62][CH2:61][NH:60][CH2:59][CH2:58]3)[N:47]=2)[CH:41]=[CH:42][C:43]=1[O:44][CH3:45].CCOC(C(C#N)=NOC(N1CCOCC1)=[N+](C)C)=O.F[P-](F)(F)(F)(F)F.C(=O)(O)[O-].[Na+], predict the reaction product. The product is: [C:1]1([C:20]2[CH:25]=[CH:24][CH:23]=[CH:22][CH:21]=2)[CH:6]=[CH:5][C:4]([CH2:7][C@@H:8]([NH:12][C:13](=[O:14])[O:15][C:16]([CH3:17])([CH3:18])[CH3:19])[C:9]([N:60]2[CH2:61][CH2:62][CH:57]([N:48]3[N:47]=[C:46]([C:40]4[CH:41]=[CH:42][C:43]([O:44][CH3:45])=[C:38]([O:37][CH3:36])[CH:39]=4)[C@@H:55]4[C@@H:50]([CH2:51][CH2:52][CH2:53][CH2:54]4)[C:49]3=[O:56])[CH2:58][CH2:59]2)=[O:11])=[CH:3][CH:2]=1. (6) Given the reactants [F:1][C:2]1[CH:16]=[CH:15][CH:14]=[CH:13][C:3]=1[O:4][C:5]1[N:10]=[CH:9][C:8]([CH:11]=O)=[CH:7][CH:6]=1.[N+:17]([CH3:20])([O-:19])=[O:18].C([O-])(=O)C.[NH4+].[BH4-].[Na+], predict the reaction product. The product is: [F:1][C:2]1[CH:16]=[CH:15][CH:14]=[CH:13][C:3]=1[O:4][C:5]1[CH:6]=[CH:7][C:8]([CH2:11][CH2:20][N+:17]([O-:19])=[O:18])=[CH:9][N:10]=1. (7) Given the reactants [CH:1]([N:4]=[C:5]=[O:6])([CH3:3])[CH3:2].[NH2:7][C:8]([CH3:29])([CH3:28])[CH2:9][N:10]1[C:22]2[C:21]3[N:20]=[CH:19][CH:18]=[CH:17][C:16]=3[N:15]=[C:14]([NH2:23])[C:13]=2[N:12]=[C:11]1[CH2:24][O:25][CH2:26][CH3:27], predict the reaction product. The product is: [NH2:23][C:14]1[C:13]2[N:12]=[C:11]([CH2:24][O:25][CH2:26][CH3:27])[N:10]([CH2:9][C:8]([NH:7][C:5]([NH:4][CH:1]([CH3:3])[CH3:2])=[O:6])([CH3:28])[CH3:29])[C:22]=2[C:21]2[N:20]=[CH:19][CH:18]=[CH:17][C:16]=2[N:15]=1.